Dataset: Full USPTO retrosynthesis dataset with 1.9M reactions from patents (1976-2016). Task: Predict the reactants needed to synthesize the given product. (1) Given the product [Cl:19][C:16]1[CH:17]=[CH:18][C:9]([O:8][CH2:7][C:6]([OH:40])=[O:5])=[C:10]2[C:15]=1[N:14]=[C:13]([O:20][CH:21]([F:22])[F:23])[C:12]([CH2:24][C:25]1[CH:26]=[CH:27][C:28]([N:31]3[CH:35]=[CH:34][C:33]([CH:36]4[CH2:37][CH2:38]4)=[N:32]3)=[CH:29][CH:30]=1)=[C:11]2[CH3:39], predict the reactants needed to synthesize it. The reactants are: C([O:5][C:6](=[O:40])[CH2:7][O:8][C:9]1[CH:18]=[CH:17][C:16]([Cl:19])=[C:15]2[C:10]=1[C:11]([CH3:39])=[C:12]([CH2:24][C:25]1[CH:30]=[CH:29][C:28]([N:31]3[CH:35]=[CH:34][C:33]([CH:36]4[CH2:38][CH2:37]4)=[N:32]3)=[CH:27][CH:26]=1)[C:13]([O:20][CH:21]([F:23])[F:22])=[N:14]2)(C)(C)C.FC(F)(F)C(O)=O. (2) Given the product [Br:1][C:2]1[C:3]([Cl:12])=[C:4]([C:8]([F:11])=[CH:9][CH:10]=1)[C:5]#[N:7], predict the reactants needed to synthesize it. The reactants are: [Br:1][C:2]1[C:3]([Cl:12])=[C:4]([C:8]([F:11])=[CH:9][CH:10]=1)[C:5]([NH2:7])=O.CCN(CC)CC.FC(F)(F)S(OS(C(F)(F)F)(=O)=O)(=O)=O.